From a dataset of Reaction yield outcomes from USPTO patents with 853,638 reactions. Predict the reaction yield, written as a fraction of the theoretical maximum amount of product (1.0 means a 100% yield; for example, 0.34 means a 34% yield). (1) The reactants are Cl.[F:2][C@@:3]12[C@:16]3([CH3:17])[C:11](=[CH:12][C:13](=[O:18])[CH:14]=[CH:15]3)[C@@H:10]([F:19])[CH2:9][C@H:8]1[C@@H:7]1[CH2:20][C@@H:21]3[C@:25]([C:26](=[O:32])[CH2:27][O:28][C:29](=[O:31])[CH3:30])([C@@:6]1([CH3:33])[CH2:5][C@@H:4]2[OH:34])[CH2:24][NH:23][CH2:22]3.[CH3:35][C:36]([CH3:41])([CH3:40])[CH2:37][CH:38]=O.C(O)=O. The catalyst is C(#N)C. The product is [CH3:35][C:36]([CH3:41])([CH3:40])[CH2:37][CH2:38][N:23]1[CH2:24][C@:25]2([C:26](=[O:32])[CH2:27][O:28][C:29](=[O:31])[CH3:30])[C@@H:21]([CH2:20][C@H:7]3[C@H:8]4[C@@:3]([F:2])([C@:16]5([CH3:17])[C:11]([C@@H:10]([F:19])[CH2:9]4)=[CH:12][C:13](=[O:18])[CH:14]=[CH:15]5)[C@@H:4]([OH:34])[CH2:5][C@@:6]32[CH3:33])[CH2:22]1. The yield is 0.731. (2) The reactants are Br[C:2]1[CH:7]=[C:6]([F:8])[CH:5]=[C:4]([N+:9]([O-:11])=[O:10])[C:3]=1[O:12][CH3:13].[C:14]([C:17]1[CH:18]=[C:19](B(O)O)[CH:20]=[CH:21][CH:22]=1)([OH:16])=[O:15]. The catalyst is C(=O)([O-])[O-].[Na+].[Na+].O1CCOCC1.C1C=CC([P]([Pd]([P](C2C=CC=CC=2)(C2C=CC=CC=2)C2C=CC=CC=2)([P](C2C=CC=CC=2)(C2C=CC=CC=2)C2C=CC=CC=2)[P](C2C=CC=CC=2)(C2C=CC=CC=2)C2C=CC=CC=2)(C2C=CC=CC=2)C2C=CC=CC=2)=CC=1. The product is [F:8][C:6]1[CH:5]=[C:4]([N+:9]([O-:11])=[O:10])[C:3]([O:12][CH3:13])=[C:2]([C:21]2[CH:20]=[CH:19][CH:18]=[C:17]([C:14]([OH:16])=[O:15])[CH:22]=2)[CH:7]=1. The yield is 0.417. (3) The reactants are [OH:1][C:2]1[CH:7]=[C:6]([F:8])[CH:5]=[CH:4][C:3]=1/[CH:9]=[CH:10]/[C:11]1[CH:16]=[CH:15][C:14]([S:17]([C:20]2[CH:25]=[CH:24][CH:23]=[CH:22][C:21]=2[F:26])(=[O:19])=[O:18])=[CH:13][N:12]=1. The catalyst is C(OCC)(=O)C. The product is [OH:1][C:2]1[CH:7]=[C:6]([F:8])[CH:5]=[CH:4][C:3]=1[CH2:9][CH2:10][C:11]1[CH:16]=[CH:15][C:14]([S:17]([C:20]2[CH:25]=[CH:24][CH:23]=[CH:22][C:21]=2[F:26])(=[O:18])=[O:19])=[CH:13][N:12]=1. The yield is 0.140. (4) The reactants are [CH2:1]([O:9][C:10]([NH:12][CH2:13][CH2:14][C:15]([OH:17])=O)=[O:11])[CH2:2][CH2:3][CH2:4][CH2:5][CH2:6][CH2:7][CH3:8].[B-](F)(F)(F)F.CN(C(ON1C(=O)C2C([C@H]3C=C[C@@H]2C3)C1=O)=[N+](C)C)C.[NH2:43][C@H:44]([C:51]([OH:53])=[O:52])[CH2:45][C:46]1[N:50]=[CH:49][NH:48][CH:47]=1.[OH-].[Na+].Cl. The catalyst is CN(C)C=O.O.CC(C)=O.C(N(CC)CC)C. The product is [CH2:1]([O:9][C:10]([NH:12][CH2:13][CH2:14][C:15]([NH:43][C@H:44]([C:51]([OH:53])=[O:52])[CH2:45][C:46]1[N:50]=[CH:49][NH:48][CH:47]=1)=[O:17])=[O:11])[CH2:2][CH2:3][CH2:4][CH2:5][CH2:6][CH2:7][CH3:8]. The yield is 0.630. (5) The reactants are [F:1][C:2]([F:12])([F:11])[C:3]1[C:7]([CH2:8][CH2:9][OH:10])=[CH:6][NH:5][N:4]=1.Cl[CH2:14][C:15]1[NH:16][C:17](=[O:25])[C:18]2[CH:23]=[C:22]([CH3:24])[S:21][C:19]=2[N:20]=1.CC(C)([O-])C.[K+]. The catalyst is C1COCC1. The product is [OH:10][CH2:9][CH2:8][C:7]1[C:3]([C:2]([F:1])([F:11])[F:12])=[N:4][N:5]([CH2:14][C:15]2[NH:16][C:17](=[O:25])[C:18]3[CH:23]=[C:22]([CH3:24])[S:21][C:19]=3[N:20]=2)[CH:6]=1. The yield is 0.320. (6) The reactants are [F:1][C:2]1[CH:25]=[C:24]([N+:26]([O-:28])=[O:27])[CH:23]=[CH:22][C:3]=1[O:4][C:5]1[CH:10]=[CH:9][N:8]=[C:7]2[CH:11]=[C:12]([C:14]3[CH:21]=[CH:20][C:17]([CH:18]=O)=[CH:16][N:15]=3)[S:13][C:6]=12.[CH3:29][N:30]1[CH2:35][CH2:34][NH:33][CH2:32][CH2:31]1.[BH-](OC(C)=O)(OC(C)=O)OC(C)=O.[Na+]. The catalyst is C(Cl)Cl. The product is [F:1][C:2]1[CH:25]=[C:24]([N+:26]([O-:28])=[O:27])[CH:23]=[CH:22][C:3]=1[O:4][C:5]1[CH:10]=[CH:9][N:8]=[C:7]2[CH:11]=[C:12]([C:14]3[CH:21]=[CH:20][C:17]([CH2:18][N:33]4[CH2:34][CH2:35][N:30]([CH3:29])[CH2:31][CH2:32]4)=[CH:16][N:15]=3)[S:13][C:6]=12. The yield is 0.520.